From a dataset of Forward reaction prediction with 1.9M reactions from USPTO patents (1976-2016). Predict the product of the given reaction. (1) Given the reactants [F:1][C:2]1[CH:7]=[C:6]([O:8][CH3:9])[CH:5]=[CH:4][C:3]=1[N:10]1[CH2:19][C:18]2[C:13](=[N:14][C:15]([NH:20][C:21]3[CH:26]=[CH:25][C:24]([O:27][CH3:28])=[CH:23][CH:22]=3)=[N:16][CH:17]=2)[N:12]([C@:29](O[SiH3])([CH3:47])[C:30](C2C=CC=CC=2)(C2C=CC=CC=2)C(C)(C)C)[C:11]1=[O:50].[F-].C([N+](CCCC)(CCCC)CCCC)CCC.[O:69]1CCCC1, predict the reaction product. The product is: [F:1][C:2]1[CH:7]=[C:6]([O:8][CH3:9])[CH:5]=[CH:4][C:3]=1[N:10]1[CH2:19][C:18]2[C:13](=[N:14][C:15]([NH:20][C:21]3[CH:26]=[CH:25][C:24]([O:27][CH3:28])=[CH:23][CH:22]=3)=[N:16][CH:17]=2)[N:12]([C@@H:29]([CH3:47])[CH2:30][OH:69])[C:11]1=[O:50]. (2) Given the reactants [CH:1]1([CH2:4][O:5][C:6]2[CH:15]=[CH:14][C:9]([C:10]([O:12][CH3:13])=[O:11])=[CH:8][C:7]=2I)[CH2:3][CH2:2]1.C([N:19](CC)CC)C.[C:24]1([CH3:30])[CH:29]=[CH:28][CH:27]=[CH:26][CH:25]=1, predict the reaction product. The product is: [CH:1]1([CH2:4][O:5][C:6]2[CH:15]=[CH:14][C:9]([C:10]([O:12][CH3:13])=[O:11])=[CH:8][C:7]=2[C:30]#[C:24][C:25]2[CH:26]=[CH:27][CH:28]=[CH:29][N:19]=2)[CH2:3][CH2:2]1. (3) Given the reactants [ClH:1].Cl.[Cl:3][C:4]1[CH:9]=[CH:8][C:7]([C@@H:10]([C@@H:34]2[CH2:38][CH2:37][CH2:36][NH:35]2)[C:11]([N:13]2[CH2:18][CH2:17][N:16]([C:19]3[C:24]([C:25]4[CH:30]=[CH:29][CH:28]=[CH:27][CH:26]=4)=[CH:23][N:22]=[C:21]4[NH:31][CH:32]=[CH:33][C:20]=34)[CH2:15][CH2:14]2)=[O:12])=[CH:6][CH:5]=1.C=O.[BH3-][C:42]#N.[Na+].CN.C([O-])(O)=O.[Na+], predict the reaction product. The product is: [ClH:3].[ClH:1].[Cl:3][C:4]1[CH:5]=[CH:6][C:7]([C@@H:10]([C@@H:34]2[CH2:38][CH2:37][CH2:36][N:35]2[CH3:42])[C:11]([N:13]2[CH2:14][CH2:15][N:16]([C:19]3[C:24]([C:25]4[CH:30]=[CH:29][CH:28]=[CH:27][CH:26]=4)=[CH:23][N:22]=[C:21]4[NH:31][CH:32]=[CH:33][C:20]=34)[CH2:17][CH2:18]2)=[O:12])=[CH:8][CH:9]=1.